This data is from Forward reaction prediction with 1.9M reactions from USPTO patents (1976-2016). The task is: Predict the product of the given reaction. (1) Given the reactants [Cl:1][C:2]1[CH:3]=[C:4]([CH:6]=[CH:7][C:8]=1[O:9][C:10]1[C:19]2[C:14](=[CH:15][C:16]([O:22][CH3:23])=[C:17]([O:20][CH3:21])[CH:18]=2)[N:13]=[CH:12][CH:11]=1)[NH2:5].C(N(CC)C(C)C)(C)C.Cl[C:34](Cl)([O:36]C(=O)OC(Cl)(Cl)Cl)Cl.[O:45]1[CH:49]=[CH:48][C:47]([NH2:50])=[N:46]1.C(=O)([O-])O.[Na+], predict the reaction product. The product is: [Cl:1][C:2]1[CH:3]=[C:4]([NH:5][C:34]([NH:50][C:47]2[CH:48]=[CH:49][O:45][N:46]=2)=[O:36])[CH:6]=[CH:7][C:8]=1[O:9][C:10]1[C:19]2[C:14](=[CH:15][C:16]([O:22][CH3:23])=[C:17]([O:20][CH3:21])[CH:18]=2)[N:13]=[CH:12][CH:11]=1. (2) Given the reactants [CH:1]([O:8][CH2:9][CH3:10])([O:5][CH2:6][CH3:7])OCC.O.C1(C)C=CC(S(O)(=O)=O)=CC=1.C([C:25]1([CH:28]([NH:31][C@H:32]([C:34]2[CH:39]=[CH:38][CH:37]=[CH:36][CH:35]=2)[CH3:33])[C:29]#[N:30])[CH2:27][CH2:26]1)=O.C(=O)(O)[O-].[Na+], predict the reaction product. The product is: [CH2:9]([O:8][CH:1]([O:5][CH2:6][CH3:7])[C:25]1([C@H:28]([NH:31][C@H:32]([C:34]2[CH:35]=[CH:36][CH:37]=[CH:38][CH:39]=2)[CH3:33])[C:29]#[N:30])[CH2:27][CH2:26]1)[CH3:10]. (3) The product is: [CH3:22][O:21][C:17]1[CH:16]=[CH:15][C:14]([N:23]2[CH2:28][CH2:27][N:26]([CH3:29])[CH2:25][CH2:24]2)=[C:13]2[C:18]=1[CH2:19][CH2:20][N:11]([C:9](=[O:10])[CH2:8][C:5]1[CH:6]=[CH:7][C:2]([N:30]3[CH2:35][CH2:34][CH2:33][CH2:32][CH2:31]3)=[CH:3][CH:4]=1)[CH2:12]2. Given the reactants Br[C:2]1[CH:7]=[CH:6][C:5]([CH2:8][C:9]([N:11]2[CH2:20][CH2:19][C:18]3[C:13](=[C:14]([N:23]4[CH2:28][CH2:27][N:26]([CH3:29])[CH2:25][CH2:24]4)[CH:15]=[CH:16][C:17]=3[O:21][CH3:22])[CH2:12]2)=[O:10])=[CH:4][CH:3]=1.[NH:30]1[CH2:35][CH2:34][CH2:33][CH2:32][CH2:31]1.CC(C)([O-])C.[Na+], predict the reaction product.